Dataset: Catalyst prediction with 721,799 reactions and 888 catalyst types from USPTO. Task: Predict which catalyst facilitates the given reaction. Reactant: C[O:2][C:3]1[CH:8]=[CH:7][C:6]([C:9](=[O:21])[CH2:10][C:11]([C:13]2[C:18](OC)=[CH:17][CH:16]=[CH:15][N:14]=2)=[O:12])=[CH:5][CH:4]=1.Br.C([O-])(O)=O.[Na+]. Product: [OH:2][C:3]1[CH:4]=[CH:5][C:6]([C:9]2[O:21][C:18]3[C:13](=[N:14][CH:15]=[CH:16][CH:17]=3)[C:11](=[O:12])[CH:10]=2)=[CH:7][CH:8]=1. The catalyst class is: 25.